From a dataset of Blood-brain barrier penetration binary classification data from Martins et al.. Regression/Classification. Given a drug SMILES string, predict its absorption, distribution, metabolism, or excretion properties. Task type varies by dataset: regression for continuous measurements (e.g., permeability, clearance, half-life) or binary classification for categorical outcomes (e.g., BBB penetration, CYP inhibition). Dataset: bbb_martins. (1) The drug is C=C1C[C@H]2[C@@H]3CCC4=CC(=O)C=C[C@]4(C)[C@@]3(F)C(O)C[C@]2(C)[C@@]1(O)C(=O)CO. The result is 1 (penetrates BBB). (2) The molecule is CC(Cc1ccc(O)cc1)NCC(O)c1cc(O)cc(O)c1. The result is 0 (does not penetrate BBB). (3) The drug is C=C1c2c(Cl)ccc(O)c2C(O)=C2C(=O)C3(O)C(=O)/C(=C(/N)O)C(=O)C(N(C)C)C3C(O)C12. The result is 0 (does not penetrate BBB). (4) The result is 1 (penetrates BBB). The molecule is CCc1c(O)c(=O)ccn1CC. (5) The compound is CN(C)C(=O)C1(c2ccc(Cl)cc2)CCN(CCCC(=O)c2ccc(F)cc2)CC1. The result is 1 (penetrates BBB). (6) The result is 1 (penetrates BBB). The molecule is CCCN(CCCCN1C(=O)CC2(CCCC2)CC1=O)C1COc2cccc(OC)c2C1.[Cl-].[H+]. (7) The molecule is CCn1nc(C)c2c1C(c1ccccc1)=NCC(=O)N2. The result is 1 (penetrates BBB).